Dataset: Full USPTO retrosynthesis dataset with 1.9M reactions from patents (1976-2016). Task: Predict the reactants needed to synthesize the given product. (1) Given the product [CH3:1][C:2]1[CH:7]=[C:6]([CH3:8])[CH:5]=[C:4]([CH3:9])[C:3]=1[OH:14], predict the reactants needed to synthesize it. The reactants are: [CH3:1][C:2]1[CH:7]=[C:6]([CH3:8])[CH:5]=[C:4]([CH3:9])[CH:3]=1.C1(=O)OOC(=[O:14])C2=CC=CC=C12.ClC(Cl)C.C(O)C(F)(F)F.C(O)(C(F)(F)F)C(F)(F)F. (2) Given the product [CH2:1]([N:8]1[CH2:9][CH2:10][NH:11][C:15]1=[N:14][C:12]#[N:13])[C:2]1[CH:7]=[CH:6][CH:5]=[CH:4][CH:3]=1, predict the reactants needed to synthesize it. The reactants are: [CH2:1]([NH:8][CH2:9][CH2:10][NH2:11])[C:2]1[CH:7]=[CH:6][CH:5]=[CH:4][CH:3]=1.[C:12]([N:14]=[C:15](SC)SC)#[N:13]. (3) Given the product [CH3:18][N:19]1[CH:23]=[C:22]([C:2]2[CH:7]=[C:6]([O:8][C:9]3[CH:10]=[N:11][C:12]([N+:15]([O-:17])=[O:16])=[CH:13][CH:14]=3)[CH:5]=[CH:4][N:3]=2)[N:21]=[CH:20]1, predict the reactants needed to synthesize it. The reactants are: Cl[C:2]1[CH:7]=[C:6]([O:8][C:9]2[CH:10]=[N:11][C:12]([N+:15]([O-:17])=[O:16])=[CH:13][CH:14]=2)[CH:5]=[CH:4][N:3]=1.[CH3:18][N:19]1[CH:23]=[C:22]([Sn](CCCC)(CCCC)CCCC)[N:21]=[CH:20]1.[F-].[K+].CCOC(C)=O. (4) Given the product [CH:28]([C:27]1[N:22]=[C:21]([N:18]2[CH2:17][CH2:16][CH:15]([C@H:13]3[CH2:14][C@@H:12]3[CH2:11][O:10][CH2:9][C:8]3[CH:7]=[CH:6][C:5]([S:2]([CH3:1])(=[O:4])=[O:3])=[CH:24][CH:23]=3)[CH2:20][CH2:19]2)[O:25][N:26]=1)([CH3:30])[CH3:29], predict the reactants needed to synthesize it. The reactants are: [CH3:1][S:2]([C:5]1[CH:24]=[CH:23][C:8]([CH2:9][O:10][CH2:11][C@H:12]2[CH2:14][C@@H:13]2[CH:15]2[CH2:20][CH2:19][N:18]([C:21]#[N:22])[CH2:17][CH2:16]2)=[CH:7][CH:6]=1)(=[O:4])=[O:3].[OH:25][NH:26][C:27](=N)[CH:28]([CH3:30])[CH3:29].O.C1(C)C=CC(S(O)(=O)=O)=CC=1.C(=O)(O)[O-].[Na+].